This data is from Full USPTO retrosynthesis dataset with 1.9M reactions from patents (1976-2016). The task is: Predict the reactants needed to synthesize the given product. (1) The reactants are: CC(OI1(OC(C)=O)(OC(C)=O)OC(=O)C2C=CC=CC1=2)=O.[Cl:23][C:24]1[C:29](/[CH:30]=[C:31](\[C:34]2[CH:39]=[CH:38][C:37]([F:40])=[CH:36][CH:35]=2)/[CH2:32][OH:33])=[CH:28][CH:27]=[CH:26][N:25]=1. Given the product [Cl:23][C:24]1[C:29](/[CH:30]=[C:31](\[C:34]2[CH:35]=[CH:36][C:37]([F:40])=[CH:38][CH:39]=2)/[CH:32]=[O:33])=[CH:28][CH:27]=[CH:26][N:25]=1, predict the reactants needed to synthesize it. (2) Given the product [CH3:26][N:9]1[C:10]2[C@@:2]3([CH3:1])[C:19]([CH3:21])([CH3:20])[C@H:5]([CH2:4][CH2:3]3)[C:6]=2[C:7](=[O:18])[N:8]1[C:11]1[CH:16]=[CH:15][C:14]([CH3:17])=[CH:13][CH:12]=1.[CH3:26][O:18][C:7]1[N:8]([C:11]2[CH:16]=[CH:15][C:14]([CH3:17])=[CH:13][CH:12]=2)[N:9]=[C:10]2[C:6]=1[C@@H:5]1[C:19]([CH3:21])([CH3:20])[C@@:2]2([CH3:1])[CH2:3][CH2:4]1, predict the reactants needed to synthesize it. The reactants are: [CH3:1][C@@:2]12[C:19]([CH3:21])([CH3:20])[C@@H:5]([C:6]3[C:7](=[O:18])[N:8]([C:11]4[CH:16]=[CH:15][C:14]([CH3:17])=[CH:13][CH:12]=4)[NH:9][C:10]=31)[CH2:4][CH2:3]2.S(OC)(O[CH3:26])(=O)=O. (3) Given the product [F:1][C:2]1[CH:7]=[CH:6][C:5]([CH2:8][C:9]2[CH:18]=[C:17]3[C:12]([C:13]([OH:24])=[C:14]([C:20]([NH:29][CH2:30][CH2:31][CH2:32][OH:33])=[O:21])[C:15](=[O:19])[NH:16]3)=[N:11][CH:10]=2)=[C:4]([C:25]([F:26])([F:28])[F:27])[CH:3]=1, predict the reactants needed to synthesize it. The reactants are: [F:1][C:2]1[CH:7]=[CH:6][C:5]([CH2:8][C:9]2[CH:18]=[C:17]3[C:12]([C:13]([OH:24])=[C:14]([C:20](OC)=[O:21])[C:15](=[O:19])[NH:16]3)=[N:11][CH:10]=2)=[C:4]([C:25]([F:28])([F:27])[F:26])[CH:3]=1.[NH2:29][CH2:30][CH2:31][CH2:32][OH:33]. (4) Given the product [Br:15][C:16]1[CH:17]=[C:18]2[C:23](=[CH:24][CH:25]=1)[CH:22]=[C:21]([C:26]([N:3]([O:4][CH3:5])[CH3:2])=[O:27])[CH:20]=[CH:19]2, predict the reactants needed to synthesize it. The reactants are: Cl.[CH3:2][NH:3][O:4][CH3:5].C(=O)([O-])[O-].[K+].[K+].C(=O)=O.[Br:15][C:16]1[CH:17]=[C:18]2[C:23](=[CH:24][CH:25]=1)[CH:22]=[C:21]([C:26](Cl)=[O:27])[CH:20]=[CH:19]2. (5) Given the product [OH:20][C:36]1[C:35]([OH:28])=[CH:34][C:33]([CH3:38])=[CH:32][C:37]=1[C:4]1[C:3]([C:17]2[CH:18]=[C:12]([CH3:11])[CH:13]=[C:14]([OH:19])[C:15]=2[OH:16])=[C:2]([CH3:1])[CH:9]=[CH:8][C:5]=1[CH:6]=[O:7], predict the reactants needed to synthesize it. The reactants are: [CH:1](=O)[C:2]1[CH:9]=[CH:8][C:5]([CH:6]=[O:7])=[CH:4][CH:3]=1.[CH3:11][C:12]1[CH:13]=[C:14]([OH:19])[C:15](=[CH:17][CH:18]=1)[OH:16].[OH2:20].C1(C)C=CC(S(O)(=O)=[O:28])=CC=1.[C:32]1(C)[C:33]([CH3:38])=[CH:34][CH:35]=[CH:36][CH:37]=1. (6) Given the product [Cl:1][C:2]1[CH:3]=[N:4][CH:5]=[C:6]([Cl:24])[C:7]=1[S:8][C:9]1[S:13][C:12]([C:14]([NH:16][CH2:17][CH2:18][CH2:19][N:29]2[CH2:30][CH2:31][C:26]([CH3:32])([CH3:25])[CH2:27][CH2:28]2)=[O:15])=[CH:11][C:10]=1[N+:21]([O-:23])=[O:22], predict the reactants needed to synthesize it. The reactants are: [Cl:1][C:2]1[CH:3]=[N:4][CH:5]=[C:6]([Cl:24])[C:7]=1[S:8][C:9]1[S:13][C:12]([C:14]([NH:16][CH2:17][CH2:18][CH:19]=O)=[O:15])=[CH:11][C:10]=1[N+:21]([O-:23])=[O:22].[CH3:25][C:26]1([CH3:32])[CH2:31][CH2:30][NH:29][CH2:28][CH2:27]1.